This data is from Catalyst prediction with 721,799 reactions and 888 catalyst types from USPTO. The task is: Predict which catalyst facilitates the given reaction. (1) Reactant: F[C:2]1[CH:7]=[CH:6][C:5]([CH3:8])=[C:4]([N+:9]([O-:11])=[O:10])[CH:3]=1.[F:12][C:13]1[CH:18]=[CH:17][CH:16]=[CH:15][C:14]=1[OH:19].C(=O)([O-])[O-].[K+].[K+].O. Product: [F:12][C:13]1[CH:18]=[CH:17][CH:16]=[CH:15][C:14]=1[O:19][C:2]1[CH:7]=[CH:6][C:5]([CH3:8])=[C:4]([N+:9]([O-:11])=[O:10])[CH:3]=1. The catalyst class is: 37. (2) Reactant: Br[C:2]1[S:6][C:5]([CH3:7])=[N:4][C:3]=1[C:8]1[CH:13]=[CH:12][C:11]([O:14][CH3:15])=[CH:10][CH:9]=1.[F:16][C:17]([F:28])([F:27])[C:18]1[CH:23]=[CH:22][C:21](B(O)O)=[CH:20][CH:19]=1.C(=O)([O-])[O-].[Na+].[Na+]. Product: [CH3:15][O:14][C:11]1[CH:12]=[CH:13][C:8]([C:3]2[N:4]=[C:5]([CH3:7])[S:6][C:2]=2[C:21]2[CH:22]=[CH:23][C:18]([C:17]([F:28])([F:27])[F:16])=[CH:19][CH:20]=2)=[CH:9][CH:10]=1. The catalyst class is: 257. (3) Reactant: Cl[C:2]1[N:10]=[CH:9][N:8]=[C:7]2[C:3]=1[N:4]=[CH:5][N:6]2[CH:11]1[CH2:16][CH2:15][CH2:14][CH2:13][O:12]1.O.[F:18][C:19]1[C:24](B(O)O)=[CH:23][CH:22]=[CH:21][N:20]=1.O.C(=O)([O-])[O-].[Na+].[Na+]. Product: [F:18][C:19]1[C:24]([C:2]2[N:10]=[CH:9][N:8]=[C:7]3[C:3]=2[N:4]=[CH:5][N:6]3[CH:11]2[CH2:16][CH2:15][CH2:14][CH2:13][O:12]2)=[CH:23][CH:22]=[CH:21][N:20]=1. The catalyst class is: 75. (4) Reactant: C([N:8]1[CH2:12][C@@H:11]2[C@@H:13]([NH:16][C:17](=[O:23])[O:18][C:19]([CH3:22])([CH3:21])[CH3:20])[CH2:14][CH2:15][C@@H:10]2[CH2:9]1)C1C=CC=CC=1.C([O-])=O.[NH4+]. Product: [CH2:9]1[C@H:10]2[CH2:15][CH2:14][C@H:13]([NH:16][C:17](=[O:23])[O:18][C:19]([CH3:21])([CH3:20])[CH3:22])[C@H:11]2[CH2:12][NH:8]1. The catalyst class is: 29. (5) Reactant: CCCC[N+](CCCC)(CCCC)CCCC.[F-].[C:19]([O:23][C:24]([N:26]1[CH2:30][C@@H:29]([CH2:31][O:32][CH3:33])[C@H:28]([CH2:34][O:35][Si](C(C)(C)C)(C)C)[CH2:27]1)=[O:25])([CH3:22])([CH3:21])[CH3:20]. Product: [C:19]([O:23][C:24]([N:26]1[CH2:30][C@@H:29]([CH2:31][O:32][CH3:33])[C@H:28]([CH2:34][OH:35])[CH2:27]1)=[O:25])([CH3:22])([CH3:21])[CH3:20]. The catalyst class is: 1. (6) Reactant: [Br:1][C:2]1[S:6][C:5]([C:7](=[O:9])[CH3:8])=[CH:4][CH:3]=1.[C:10](=O)([O:14]CC)[O:11][CH2:12][CH3:13].[H-].[Na+]. Product: [Br:1][C:2]1[S:6][C:5]([C:7](=[O:9])[CH2:8][C:10]([O:11][CH2:12][CH3:13])=[O:14])=[CH:4][CH:3]=1. The catalyst class is: 1.